From a dataset of Full USPTO retrosynthesis dataset with 1.9M reactions from patents (1976-2016). Predict the reactants needed to synthesize the given product. (1) Given the product [NH2:1][C:2]1[C:7]([F:8])=[C:6]([CH:9]([F:27])[CH3:10])[N:5]=[C:4]([C:12]([O:14][CH3:15])=[O:13])[C:3]=1[Cl:16], predict the reactants needed to synthesize it. The reactants are: [NH2:1][C:2]1[C:7]([F:8])=[C:6]([CH:9](O)[CH3:10])[N:5]=[C:4]([C:12]([O:14][CH3:15])=[O:13])[C:3]=1[Cl:16].COCCN(S(F)(F)[F:27])CCOC.C(=O)(O)[O-].[Na+]. (2) Given the product [Cl:1][C:2]1[CH:10]=[C:9]2[C:5]([C:6]([C:11]([N:13]3[CH2:18][CH2:17][CH:16]([C:19]4[CH:24]=[CH:23][CH:22]=[CH:21][C:20]=4[O:25][CH3:26])[CH2:15][CH2:14]3)=[O:12])=[CH:7][N:8]2[CH2:28][C:29]2[CH:34]=[C:33]([F:35])[CH:32]=[C:31]([F:36])[CH:30]=2)=[CH:4][CH:3]=1, predict the reactants needed to synthesize it. The reactants are: [Cl:1][C:2]1[CH:10]=[C:9]2[C:5]([C:6]([C:11]([N:13]3[CH2:18][CH2:17][CH:16]([C:19]4[CH:24]=[CH:23][CH:22]=[CH:21][C:20]=4[O:25][CH3:26])[CH2:15][CH2:14]3)=[O:12])=[CH:7][NH:8]2)=[CH:4][CH:3]=1.Cl[CH2:28][C:29]1[CH:34]=[C:33]([F:35])[CH:32]=[C:31]([F:36])[CH:30]=1. (3) Given the product [CH3:20][C:14]1[CH:15]=[CH:16][CH:17]=[C:18]([CH3:19])[C:13]=1[CH2:12][NH:11][C:10]1[C:5]2[N:6]([C:21]([CH3:22])=[C:3]([CH2:2][S:24][CH3:23])[N:4]=2)[CH:7]=[CH:8][CH:9]=1, predict the reactants needed to synthesize it. The reactants are: Cl[CH2:2][C:3]1[N:4]=[C:5]2[C:10]([NH:11][CH2:12][C:13]3[C:18]([CH3:19])=[CH:17][CH:16]=[CH:15][C:14]=3[CH3:20])=[CH:9][CH:8]=[CH:7][N:6]2[C:21]=1[CH3:22].[CH3:23][S-:24].[Na+]. (4) Given the product [Br:1][C:2]1[CH:3]=[C:4]2[C:10]([N:11]3[C:22]([CH3:23])=[CH:21][CH:20]=[C:19]3[CH3:18])=[C:9]([C:12]3[CH:17]=[CH:16][CH:15]=[CH:14][CH:13]=3)[NH:8][C:5]2=[N:6][CH:7]=1, predict the reactants needed to synthesize it. The reactants are: [Br:1][C:2]1[CH:3]=[C:4]2[C:10]([NH2:11])=[C:9]([C:12]3[CH:17]=[CH:16][CH:15]=[CH:14][CH:13]=3)[NH:8][C:5]2=[N:6][CH:7]=1.[CH3:18][C:19](=O)[CH2:20][CH2:21][C:22](=O)[CH3:23]. (5) The reactants are: [N:1]1([C:5]2[N:10]=[C:9]([NH:11][C:12](=[O:33])[C:13](=O)[NH:14][NH:15][C:16]3[N:17]=[N:18][C:19]([C:22]4[CH:27]=[CH:26][CH:25]=[CH:24][C:23]=4[C:28]([F:31])([F:30])[F:29])=[CH:20][CH:21]=3)[CH:8]=[CH:7][CH:6]=2)[CH2:4][CH2:3][CH2:2]1.O. Given the product [N:1]1([C:5]2[N:10]=[C:9]([NH:11][C:12]([C:13]3[N:17]4[N:18]=[C:19]([C:22]5[CH:27]=[CH:26][CH:25]=[CH:24][C:23]=5[C:28]([F:31])([F:30])[F:29])[CH:20]=[CH:21][C:16]4=[N:15][N:14]=3)=[O:33])[CH:8]=[CH:7][CH:6]=2)[CH2:4][CH2:3][CH2:2]1, predict the reactants needed to synthesize it. (6) Given the product [Cl:1][C:2]1[CH:7]=[CH:6][N:5]=[C:4]([OH:12])[C:3]=1[S:9][CH3:10], predict the reactants needed to synthesize it. The reactants are: [Cl:1][C:2]1[CH:7]=[CH:6][N:5]=[C:4](N)[C:3]=1[S:9][CH3:10].N([O-])=[O:12].[Na+].O. (7) Given the product [C:52]([O:51][C:47](=[O:50])[CH:48]=[CH:49][C:21]1[CH:20]=[C:19]([C:33]2[O:37][N:36]=[C:35]([CH3:38])[C:34]=2[C:39]2[CH:44]=[CH:43][C:42]([O:45][CH3:46])=[CH:41][CH:40]=2)[C:18]([O:17][CH2:10][C:11]2[CH:16]=[CH:15][CH:14]=[CH:13][CH:12]=2)=[CH:23][C:22]=1[O:24][CH2:25][C:26]1[CH:31]=[CH:30][CH:29]=[CH:28][CH:27]=1)([CH3:55])([CH3:54])[CH3:53], predict the reactants needed to synthesize it. The reactants are: C(N(C(C)C)CC)(C)C.[CH2:10]([O:17][C:18]1[CH:23]=[C:22]([O:24][CH2:25][C:26]2[CH:31]=[CH:30][CH:29]=[CH:28][CH:27]=2)[C:21](Br)=[CH:20][C:19]=1[C:33]1[O:37][N:36]=[C:35]([CH3:38])[C:34]=1[C:39]1[CH:44]=[CH:43][C:42]([O:45][CH3:46])=[CH:41][CH:40]=1)[C:11]1[CH:16]=[CH:15][CH:14]=[CH:13][CH:12]=1.[C:47]([O:51][C:52]([CH3:55])([CH3:54])[CH3:53])(=[O:50])[CH:48]=[CH2:49].